Dataset: Forward reaction prediction with 1.9M reactions from USPTO patents (1976-2016). Task: Predict the product of the given reaction. (1) The product is: [Cl:1][C:2]1[CH:3]=[CH:4][C:5]([C@@H:8]([C:24]2[CH:29]=[CH:28][CH:27]=[CH:26][N:25]=2)[O:9][CH:10]2[CH2:15][CH2:14][N:13]([CH2:16][CH2:17][CH2:18][C:19]([OH:21])=[O:20])[CH2:12][CH2:11]2)=[CH:6][CH:7]=1. Given the reactants [Cl:1][C:2]1[CH:7]=[CH:6][C:5]([C@@H:8]([C:24]2[CH:29]=[CH:28][CH:27]=[CH:26][N:25]=2)[O:9][CH:10]2[CH2:15][CH2:14][N:13]([CH2:16][CH2:17][CH2:18][C:19]([O:21]CC)=[O:20])[CH2:12][CH2:11]2)=[CH:4][CH:3]=1.[OH-].[Na+].Cl, predict the reaction product. (2) Given the reactants [Br:1][C:2]1[CH:3]=[CH:4][C:5]2[O:10][CH2:9][C:8](=[O:11])[NH:7][C:6]=2[CH:12]=1.C(N(CC)C(C)C)(C)C.[I-].[Na+].Cl[CH2:25][O:26][CH3:27], predict the reaction product. The product is: [Br:1][C:2]1[CH:3]=[CH:4][C:5]2[O:10][CH2:9][C:8](=[O:11])[N:7]([CH2:25][O:26][CH3:27])[C:6]=2[CH:12]=1.